From a dataset of Catalyst prediction with 721,799 reactions and 888 catalyst types from USPTO. Predict which catalyst facilitates the given reaction. (1) Reactant: C(OC(=O)[NH:7][CH:8]([NH:17][CH2:18][CH2:19][C:20]1[CH:25]=[CH:24][C:23]([C:26]2[N:27]=[C:28]([NH:31][C:32](=[O:34])[CH3:33])[S:29][CH:30]=2)=[CH:22][CH:21]=1)[NH:9]C(=O)OC(C)(C)C)(C)(C)C.[ClH:36]. Product: [ClH:36].[NH2:9][C:8]([NH:17][CH2:18][CH2:19][C:20]1[CH:21]=[CH:22][C:23]([C:26]2[N:27]=[C:28]([NH:31][C:32](=[O:34])[CH3:33])[S:29][CH:30]=2)=[CH:24][CH:25]=1)=[NH:7]. The catalyst class is: 12. (2) Reactant: [CH2:1]([O:4][C:5]1[CH:6]=[C:7]2[C:22](=[CH:23][CH:24]=1)[C:10]1[NH:11][N:12]=[C:13]([C:14]3[CH:21]=[CH:20][C:17]([C:18]#[N:19])=[CH:16][CH:15]=3)[C:9]=1[CH2:8]2)[CH:2]=[CH2:3].[N-:25]=[N+:26]=[N-:27].[Na+].N(CC)(CC)CC.Cl. Product: [CH2:1]([O:4][C:5]1[CH:6]=[C:7]2[C:22](=[CH:23][CH:24]=1)[C:10]1[NH:11][N:12]=[C:13]([C:14]3[CH:15]=[CH:16][C:17]([C:18]4[NH:27][N:26]=[N:25][N:19]=4)=[CH:20][CH:21]=3)[C:9]=1[CH2:8]2)[CH:2]=[CH2:3]. The catalyst class is: 3. (3) Reactant: [CH2:1]([O:8][C:9]1[CH:14]=[CH:13][C:12]([NH:15][C:16]2[CH:21]=[CH:20][C:19]([CH3:22])=[CH:18][C:17]=2[N+:23]([O-:25])=[O:24])=[CH:11][CH:10]=1)[C:2]1[CH:7]=[CH:6][CH:5]=[CH:4][CH:3]=1.[H-].[Na+].[CH3:28]I. Product: [CH2:1]([O:8][C:9]1[CH:10]=[CH:11][C:12]([N:15]([CH3:28])[C:16]2[CH:21]=[CH:20][C:19]([CH3:22])=[CH:18][C:17]=2[N+:23]([O-:25])=[O:24])=[CH:13][CH:14]=1)[C:2]1[CH:3]=[CH:4][CH:5]=[CH:6][CH:7]=1. The catalyst class is: 9. (4) Reactant: [Cl:1][C:2]1[N:6]([CH3:7])[N:5]=[C:4]([CH3:8])[C:3]=1[CH:9]=[O:10].C(=O)([O-])[O-].[Na+].[Na+].C(OOC1(C(C)(C)C)CCCCC1)(=O)OC1(C(C)(C)C)CCCCC1.[Cl:42]Cl. The catalyst class is: 159. Product: [Cl:1][C:2]1[N:6]([CH3:7])[N:5]=[C:4]([CH3:8])[C:3]=1[C:9]([Cl:42])=[O:10]. (5) Reactant: C(OC([N:8]1[CH2:13][CH2:12][N:11](C(OC(C)(C)C)=O)[CH2:10][C@@H:9]1[C:21]1[CH:26]=[CH:25][C:24]([N:27]([CH:29]2[CH2:34][CH2:33][CH2:32][CH2:31][CH2:30]2)[CH3:28])=[CH:23][CH:22]=1)=O)(C)(C)C.Cl. Product: [CH:29]1([N:27]([C:24]2[CH:25]=[CH:26][C:21]([C@H:9]3[CH2:10][NH:11][CH2:12][CH2:13][NH:8]3)=[CH:22][CH:23]=2)[CH3:28])[CH2:30][CH2:31][CH2:32][CH2:33][CH2:34]1. The catalyst class is: 96.